Dataset: Reaction yield outcomes from USPTO patents with 853,638 reactions. Task: Predict the reaction yield, written as a fraction of the theoretical maximum amount of product (1.0 means a 100% yield; for example, 0.34 means a 34% yield). (1) The reactants are C1N=CN(C(N2C=NC=C2)=O)C=1.[NH2:13][C:14]1[C:15]([C:27]([OH:29])=O)=[N:16][C:17]([NH:20][C:21]2[CH:26]=[CH:25][CH:24]=[CH:23][CH:22]=2)=[CH:18][N:19]=1.[CH3:30][O:31][C:32]1[CH:38]=[CH:37][CH:36]=[CH:35][C:33]=1[NH2:34]. The catalyst is CN(C=O)C. The product is [NH2:13][C:14]1[C:15]([C:27]([NH:34][C:33]2[CH:35]=[CH:36][CH:37]=[CH:38][C:32]=2[O:31][CH3:30])=[O:29])=[N:16][C:17]([NH:20][C:21]2[CH:22]=[CH:23][CH:24]=[CH:25][CH:26]=2)=[CH:18][N:19]=1. The yield is 0.0900. (2) The reactants are FC1C=CC=C(F)C=1CN1C(=O)C=CC(CC2C3C(=CC=CC=3)N(CC(OC)=O)C=2C)=C1.[CH2:33]([N:40]1[CH:49]=[CH:48][C:47]2[CH2:46][CH2:45][CH2:44][CH2:43][C:42]=2[C:41]1=[O:50])[C:34]1[CH:39]=[CH:38][CH:37]=[CH:36][CH:35]=1.[OH-].[K+].[I:53]I. The catalyst is C(OCC)C.FC(F)(F)S([O-])(=O)=O.[Ag+]. The product is [CH2:33]([N:40]1[CH:49]=[C:48]([I:53])[C:47]2[CH2:46][CH2:45][CH2:44][CH2:43][C:42]=2[C:41]1=[O:50])[C:34]1[CH:35]=[CH:36][CH:37]=[CH:38][CH:39]=1. The yield is 0.530. (3) The reactants are Br[C:2]1[CH:3]=[C:4]([CH:9]=[CH:10][C:11]=1[O:12][CH:13]1[CH2:15][CH2:14]1)[C:5]([O:7][CH3:8])=[O:6].[CH3:16][O:17][C:18]1[CH:23]=[CH:22][C:21]([CH2:24][SH:25])=[CH:20][CH:19]=1.CC1(C)C2C(=C(P(C3C=CC=CC=3)C3C=CC=CC=3)C=CC=2)OC2C(P(C3C=CC=CC=3)C3C=CC=CC=3)=CC=CC1=2.CCN(C(C)C)C(C)C.N#N. The catalyst is C1(C)C=CC=CC=1.C1C=CC(/C=C/C(/C=C/C2C=CC=CC=2)=O)=CC=1.C1C=CC(/C=C/C(/C=C/C2C=CC=CC=2)=O)=CC=1.C1C=CC(/C=C/C(/C=C/C2C=CC=CC=2)=O)=CC=1.[Pd].[Pd]. The product is [CH:13]1([O:12][C:11]2[CH:10]=[CH:9][C:4]([C:5]([O:7][CH3:8])=[O:6])=[CH:3][C:2]=2[S:25][CH2:24][C:21]2[CH:22]=[CH:23][C:18]([O:17][CH3:16])=[CH:19][CH:20]=2)[CH2:15][CH2:14]1. The yield is 0.893. (4) The reactants are Cl.C(O[C:5]([C:7]1[CH:8]=[C:9]2[C:15]([C:16]3[CH:20]=[CH:19][O:18][CH:17]=3)=[CH:14][N:13]([S:21]([C:24]3[CH:29]=[CH:28][CH:27]=[CH:26][CH:25]=3)(=[O:23])=[O:22])[C:10]2=[N:11][CH:12]=1)=[NH:6])C.[CH:30]([NH:32][NH2:33])=O.CCN(CC)CC. The catalyst is CCO. The product is [C:24]1([S:21]([N:13]2[C:10]3=[N:11][CH:12]=[C:7]([C:5]4[NH:6][CH:30]=[N:32][N:33]=4)[CH:8]=[C:9]3[C:15]([C:16]3[CH:20]=[CH:19][O:18][CH:17]=3)=[CH:14]2)(=[O:22])=[O:23])[CH:25]=[CH:26][CH:27]=[CH:28][CH:29]=1. The yield is 0.760. (5) The reactants are CN(C=O)C.[C:6]([C:10]1[CH:15]=[CH:14][C:13]([C@@H:16]2[CH2:18][C@H:17]2[C:19]([OH:21])=O)=[CH:12][CH:11]=1)([CH3:9])([CH3:8])[CH3:7].C(Cl)CCl.Cl.[NH2:27][CH2:28][C:29]1[CH:34]=[CH:33][C:32]([NH:35][S:36]([CH3:39])(=[O:38])=[O:37])=[C:31]([F:40])[CH:30]=1. The yield is 0.0900. The catalyst is CN(C1C=CN=CC=1)C.C(N(CC)CC)C. The product is [C:6]([C:10]1[CH:11]=[CH:12][C:13]([CH:16]2[CH2:18][CH:17]2[C:19]([NH:27][CH2:28][C:29]2[CH:34]=[CH:33][C:32]([NH:35][S:36]([CH3:39])(=[O:38])=[O:37])=[C:31]([F:40])[CH:30]=2)=[O:21])=[CH:14][CH:15]=1)([CH3:7])([CH3:8])[CH3:9]. (6) The reactants are [CH3:1]C(C)([O-])C.[K+].[Cl:7][C:8]1[N:9]=[CH:10][C:11]2[NH:16][N:15]=[CH:14][C:12]=2[N:13]=1.IC. The catalyst is O1CCCC1. The product is [Cl:7][C:8]1[N:9]=[CH:10][C:11]2[N:16]([CH3:1])[N:15]=[CH:14][C:12]=2[N:13]=1. The yield is 0.140. (7) The reactants are Cl.Cl[C:3]1[CH:8]=[C:7]([C:9]2[CH:14]=[CH:13][CH:12]=[C:11]([Cl:15])[CH:10]=2)[N:6]=[C:5]2[CH2:16][CH2:17][CH2:18][C:4]=12.[NH2:19][C:20]1[CH:25]=[CH:24][C:23]([N:26](C)[C:27](N)=O)=[CH:22][CH:21]=1.C(=O)(O)[O-].[Na+]. The catalyst is Cl.CN1C(=O)CCC1.O. The product is [Cl:15][C:11]1[CH:10]=[C:9]([C:7]2[N:6]=[C:5]3[CH2:16][CH2:17][CH2:18][C:4]3=[C:3]([NH:19][C:20]3[CH:25]=[CH:24][C:23]([NH:26][CH3:27])=[CH:22][CH:21]=3)[CH:8]=2)[CH:14]=[CH:13][CH:12]=1. The yield is 0.300.